Dataset: Forward reaction prediction with 1.9M reactions from USPTO patents (1976-2016). Task: Predict the product of the given reaction. Given the reactants [NH2:1][C:2]1[CH:18]=[C:17]([CH3:19])[C:5]([O:6][C:7]2[CH:12]=[CH:11][C:10]([OH:13])=[C:9]([CH:14]([CH3:16])[CH3:15])[CH:8]=2)=[C:4]([CH3:20])[CH:3]=1.[N:21]([O-])=O.[Na+].[CH3:25][CH2:26][O:27][C:28]([CH:30]([C:32](C)=O)C)=[O:29], predict the reaction product. The product is: [CH2:26]([O:27][C:28](=[O:29])[C:30](=[N:21][NH:1][C:2]1[CH:3]=[C:4]([CH3:20])[C:5]([O:6][C:7]2[CH:12]=[CH:11][C:10]([OH:13])=[C:9]([CH:14]([CH3:16])[CH3:15])[CH:8]=2)=[C:17]([CH3:19])[CH:18]=1)[CH3:32])[CH3:25].